From a dataset of Reaction yield outcomes from USPTO patents with 853,638 reactions. Predict the reaction yield, written as a fraction of the theoretical maximum amount of product (1.0 means a 100% yield; for example, 0.34 means a 34% yield). (1) The product is [NH2:1][C:2]1[CH:3]=[C:4]([CH:8]=[C:9]([C:13]([CH3:17])=[CH2:12])[CH:10]=1)[C:5]([OH:7])=[O:6]. The yield is 1.01. The reactants are [NH2:1][C:2]1[CH:3]=[C:4]([CH:8]=[C:9](Br)[CH:10]=1)[C:5]([OH:7])=[O:6].[CH3:12][C:13]1(C)[C:17](C)(C)OB(C(C)=C)O1.C(=O)([O-])[O-].[K+].[K+].O. The catalyst is O1CCOCC1.C1C=CC([P]([Pd]([P](C2C=CC=CC=2)(C2C=CC=CC=2)C2C=CC=CC=2)([P](C2C=CC=CC=2)(C2C=CC=CC=2)C2C=CC=CC=2)[P](C2C=CC=CC=2)(C2C=CC=CC=2)C2C=CC=CC=2)(C2C=CC=CC=2)C2C=CC=CC=2)=CC=1. (2) The reactants are [F:1][C:2]1[CH:7]=[CH:6][C:5]([OH:8])=[C:4]([C:9]([C:11]2[CH:12]=[N:13][N:14]([C:16]3[CH:21]=[CH:20][CH:19]=[CH:18][CH:17]=3)[CH:15]=2)=[O:10])[CH:3]=1.Br[CH2:23][C:24]([O:26][CH2:27][CH3:28])=[O:25]. No catalyst specified. The product is [F:1][C:2]1[CH:7]=[CH:6][C:5]([O:8][CH2:23][C:24]([O:26][CH2:27][CH3:28])=[O:25])=[C:4]([C:9]([C:11]2[CH:12]=[N:13][N:14]([C:16]3[CH:17]=[CH:18][CH:19]=[CH:20][CH:21]=3)[CH:15]=2)=[O:10])[CH:3]=1. The yield is 0.910. (3) The yield is 0.890. The product is [C:13]([O:17][C:18]([N:5]1[CH2:6][C:2]([CH3:10])([CH3:1])[CH2:3][CH:4]1[C:7]([OH:9])=[O:8])=[O:19])([CH3:16])([CH3:15])[CH3:14]. The reactants are [CH3:1][C:2]1([CH3:10])[CH2:6][NH:5][C@H:4]([C:7]([OH:9])=[O:8])[CH2:3]1.[OH-].[Na+].[C:13]([O:17][C:18](O[C:18]([O:17][C:13]([CH3:16])([CH3:15])[CH3:14])=[O:19])=[O:19])([CH3:16])([CH3:15])[CH3:14]. The catalyst is O1CCOCC1.O. (4) The reactants are [CH3:1][C:2]1[CH:19]=[C:18]([CH2:20][N:21]2[CH2:25][CH2:24][CH2:23][CH2:22]2)[CH:17]=[CH:16][C:3]=1[O:4][CH:5]1[CH2:8][N:7](C(OC(C)(C)C)=O)[CH2:6]1. The yield is 0.720. The catalyst is Cl.CO. The product is [NH:7]1[CH2:6][CH:5]([O:4][C:3]2[CH:16]=[CH:17][C:18]([CH2:20][N:21]3[CH2:22][CH2:23][CH2:24][CH2:25]3)=[CH:19][C:2]=2[CH3:1])[CH2:8]1. (5) The reactants are Br[C:2]1[C:3]([OH:9])=[N:4][C:5]([CH3:8])=[N:6][CH:7]=1.CC1(C)C(C)(C)OB([C:18]2[CH2:27][CH2:26][C:21]3([O:25][CH2:24][CH2:23][O:22]3)[CH2:20][CH:19]=2)O1.C([O-])([O-])=O.[K+].[K+]. The catalyst is O1CCOCC1.O.CC(=O)OCC.C1C=CC([P]([Pd]([P](C2C=CC=CC=2)(C2C=CC=CC=2)C2C=CC=CC=2)([P](C2C=CC=CC=2)(C2C=CC=CC=2)C2C=CC=CC=2)[P](C2C=CC=CC=2)(C2C=CC=CC=2)C2C=CC=CC=2)(C2C=CC=CC=2)C2C=CC=CC=2)=CC=1. The product is [CH3:8][C:5]1[N:4]=[C:3]([OH:9])[C:2]([C:18]2[CH2:27][CH2:26][C:21]3([O:25][CH2:24][CH2:23][O:22]3)[CH2:20][CH:19]=2)=[CH:7][N:6]=1. The yield is 0.270. (6) The reactants are [Cl:1][C:2]1[C:3]([CH3:18])=[C:4]([NH:10][C@H:11]([C@@H:15]([OH:17])[CH3:16])[C:12]([OH:14])=O)[CH:5]=[CH:6][C:7]=1[C:8]#[N:9].[F:19][C:20]1[CH:21]=[C:22]([CH:27]=[CH:28][CH:29]=1)[C:23]([NH:25][NH2:26])=[O:24].OC1C2N=NNC=2C=CC=1.Cl.CN(C)CCCN=C=NCC. The catalyst is C1COCC1. The product is [Cl:1][C:2]1[C:3]([CH3:18])=[C:4]([NH:10][C@H:11]([C@@H:15]([OH:17])[CH3:16])[C:12]([NH:26][NH:25][C:23](=[O:24])[C:22]2[CH:27]=[CH:28][CH:29]=[C:20]([F:19])[CH:21]=2)=[O:14])[CH:5]=[CH:6][C:7]=1[C:8]#[N:9]. The yield is 0.910.